This data is from Reaction yield outcomes from USPTO patents with 853,638 reactions. The task is: Predict the reaction yield, written as a fraction of the theoretical maximum amount of product (1.0 means a 100% yield; for example, 0.34 means a 34% yield). (1) The yield is 0.980. The product is [Br:1][C:2]1[S:6](=[O:8])(=[O:7])[C:5]2[CH:9]=[C:10]([O:13][CH3:14])[CH:11]=[CH:12][C:4]=2[C:3]=1[O:23][C:20]1[CH:21]=[CH:22][C:17]([Br:16])=[CH:18][CH:19]=1. The reactants are [Br:1][C:2]1[S:6](=[O:8])(=[O:7])[C:5]2[CH:9]=[C:10]([O:13][CH3:14])[CH:11]=[CH:12][C:4]=2[C:3]=1Br.[Br:16][C:17]1[CH:22]=[CH:21][C:20]([OH:23])=[CH:19][CH:18]=1.C([O-])([O-])=O.[Cs+].[Cs+]. The catalyst is C1COCC1. (2) The reactants are [Cl-].O[NH3+:3].[C:4](=[O:7])([O-])[OH:5].[Na+].CS(C)=O.[CH2:13]([C:17]1[N:18]=[C:19]([CH3:46])[N:20]([C:40]2[CH:45]=[CH:44][CH:43]=[CH:42][CH:41]=2)[C:21](=[O:39])[C:22]=1[CH2:23][C:24]1[CH:29]=[CH:28][C:27]([C:30]2[C:31]([C:36]#[N:37])=[CH:32][CH:33]=[CH:34][CH:35]=2)=[CH:26][C:25]=1[F:38])[CH2:14][CH2:15][CH3:16]. The catalyst is O.C(OCC)(=O)C. The product is [CH2:13]([C:17]1[N:18]=[C:19]([CH3:46])[N:20]([C:40]2[CH:45]=[CH:44][CH:43]=[CH:42][CH:41]=2)[C:21](=[O:39])[C:22]=1[CH2:23][C:24]1[CH:29]=[CH:28][C:27]([C:30]2[CH:35]=[CH:34][CH:33]=[CH:32][C:31]=2[C:36]2[NH:3][C:4](=[O:7])[O:5][N:37]=2)=[CH:26][C:25]=1[F:38])[CH2:14][CH2:15][CH3:16]. The yield is 0.620.